From a dataset of Full USPTO retrosynthesis dataset with 1.9M reactions from patents (1976-2016). Predict the reactants needed to synthesize the given product. Given the product [OH2:27].[OH2:32].[ClH:1].[F:2][C:3]1[CH:8]=[CH:7][C:6]([C:9](=[O:28])[CH2:10][N:11]2[CH2:12][CH2:13][CH:14]([CH2:17][N:18]3[CH2:26][C:25]4[C:20](=[CH:21][CH:22]=[CH:23][CH:24]=4)[C:19]3=[O:27])[CH2:15][CH2:16]2)=[CH:5][CH:4]=1, predict the reactants needed to synthesize it. The reactants are: [ClH:1].[F:2][C:3]1[CH:8]=[CH:7][C:6]([C:9](=[O:28])[CH2:10][N:11]2[CH2:16][CH2:15][CH:14]([CH2:17][N:18]3[CH2:26][C:25]4[C:20](=[CH:21][CH:22]=[CH:23][CH:24]=4)[C:19]3=[O:27])[CH2:13][CH2:12]2)=[CH:5][CH:4]=1.O.CC(C)=[O:32].